This data is from Reaction yield outcomes from USPTO patents with 853,638 reactions. The task is: Predict the reaction yield, written as a fraction of the theoretical maximum amount of product (1.0 means a 100% yield; for example, 0.34 means a 34% yield). (1) The catalyst is C1COCC1. The yield is 0.800. The reactants are [Cl:1][C:2]1[CH:10]=[C:9]([C:11]([F:14])([F:13])[F:12])[CH:8]=[C:7]([Cl:15])[C:3]=1[C:4](O)=[O:5].Cl. The product is [Cl:1][C:2]1[CH:10]=[C:9]([C:11]([F:13])([F:14])[F:12])[CH:8]=[C:7]([Cl:15])[C:3]=1[CH2:4][OH:5]. (2) The reactants are [CH2:1]([O:8][C:9]([N:11]1[CH2:16][CH2:15][NH:14][CH2:13][C@H:12]1[CH3:17])=[O:10])[C:2]1[CH:7]=[CH:6][CH:5]=[CH:4][CH:3]=1.[CH2:18]([O:25][C:26]1[CH:31]=[CH:30][C:29](Br)=[CH:28][CH:27]=1)[C:19]1[CH:24]=[CH:23][CH:22]=[CH:21][CH:20]=1.C(=O)([O-])[O-].[Cs+].[Cs+].F[B-](F)(F)F.C(P(C(C)(C)C)C(C)(C)C)(C)(C)C. The catalyst is C([O-])(=O)C.[Pd+2].C([O-])(=O)C.C(OCC)(=O)C.O.C1(C)C=CC=CC=1. The product is [CH2:1]([O:8][C:9]([N:11]1[CH2:16][CH2:15][N:14]([C:29]2[CH:30]=[CH:31][C:26]([O:25][CH2:18][C:19]3[CH:24]=[CH:23][CH:22]=[CH:21][CH:20]=3)=[CH:27][CH:28]=2)[CH2:13][C@H:12]1[CH3:17])=[O:10])[C:2]1[CH:3]=[CH:4][CH:5]=[CH:6][CH:7]=1. The yield is 0.790.